This data is from Forward reaction prediction with 1.9M reactions from USPTO patents (1976-2016). The task is: Predict the product of the given reaction. (1) The product is: [ClH:14].[CH3:15][N:16]([CH3:12])[CH2:17][CH2:1][C:2]([C:4]1[CH:9]=[CH:8][C:7]([OH:10])=[CH:6][C:5]=1[F:11])=[O:3]. Given the reactants [CH3:1][C:2]([C:4]1[CH:9]=[CH:8][C:7]([OH:10])=[CH:6][C:5]=1[F:11])=[O:3].[CH2:12]=O.[ClH:14].[CH3:15][NH:16][CH3:17], predict the reaction product. (2) Given the reactants C[O:2][C:3]([C:5]1[S:6][C:7]([C:23]2[CH:28]=[CH:27][CH:26]=[C:25]([F:29])[CH:24]=2)=[CH:8][C:9]=1[N:10]([CH:20]([CH3:22])[CH3:21])[C:11]([CH:13]1[CH2:18][CH2:17][CH:16]([CH3:19])[CH2:15][CH2:14]1)=[O:12])=[O:4].O.[Li+].[OH-], predict the reaction product. The product is: [F:29][C:25]1[CH:24]=[C:23]([C:7]2[S:6][C:5]([C:3]([OH:4])=[O:2])=[C:9]([N:10]([CH:20]([CH3:22])[CH3:21])[C:11]([CH:13]3[CH2:18][CH2:17][CH:16]([CH3:19])[CH2:15][CH2:14]3)=[O:12])[CH:8]=2)[CH:28]=[CH:27][CH:26]=1. (3) Given the reactants [CH2:1]([NH:3][C:4](=[O:11])[NH:5][O:6][CH2:7][C:8]([OH:10])=O)[CH3:2].[NH2:12][C@H:13]([C:26]([N:28]([C@@H:40]([CH3:48])[CH:41]([O:45][CH2:46][CH3:47])[O:42][CH2:43][CH3:44])[CH2:29][C:30]1[CH:31]=[CH:32][CH:33]=[C:34]2[C:39]=1[N:38]=[CH:37][CH:36]=[CH:35]2)=[O:27])[CH2:14][CH2:15][CH2:16][CH2:17][NH:18][C:19](=[O:25])[O:20][C:21]([CH3:24])([CH3:23])[CH3:22], predict the reaction product. The product is: [CH2:46]([O:45][CH:41]([O:42][CH2:43][CH3:44])[C@@H:40]([N:28]([CH2:29][C:30]1[CH:31]=[CH:32][CH:33]=[C:34]2[C:39]=1[N:38]=[CH:37][CH:36]=[CH:35]2)[C:26]([C@H:13]([CH2:14][CH2:15][CH2:16][CH2:17][NH:18][C:19](=[O:25])[O:20][C:21]([CH3:23])([CH3:24])[CH3:22])[NH:12][C:8](=[O:10])[CH2:7][O:6][NH:5][C:4](=[O:11])[NH:3][CH2:1][CH3:2])=[O:27])[CH3:48])[CH3:47]. (4) Given the reactants Br[C:2]1[CH:3]=[C:4]([N:8]2[C:16]3[C:11](=[CH:12][C:13]([O:17][C@H:18]([C:28]4[CH:29]=[N:30][C:31]([O:34][CH3:35])=[CH:32][CH:33]=4)[C@@H:19]([NH:21][C:22](=[O:27])[C:23]([F:26])([F:25])[CH3:24])[CH3:20])=[CH:14][CH:15]=3)[CH:10]=[N:9]2)[CH:5]=[CH:6][CH:7]=1.[S:36]1(=[O:43])(=[O:42])[CH2:40][CH2:39][CH:38]([NH2:41])[CH2:37]1.F[B-](F)(F)F.C([PH+](C(C)(C)C)C(C)(C)C)(C)(C)C.C1C[O:65][CH2:64]C1, predict the reaction product. The product is: [F:26][C:23]([F:25])([CH3:24])[C:22]([NH:21][C@@H:19]([CH3:20])[C@H:18]([O:17][C:13]1[CH:12]=[C:11]2[C:16](=[CH:15][CH:14]=1)[N:8]([C:4]1[CH:3]=[C:2]([CH:7]=[CH:6][CH:5]=1)[C:64]([NH:41][CH:38]1[CH2:39][CH2:40][S:36](=[O:43])(=[O:42])[CH2:37]1)=[O:65])[N:9]=[CH:10]2)[C:28]1[CH:29]=[N:30][C:31]([O:34][CH3:35])=[CH:32][CH:33]=1)=[O:27].